Task: Predict the product of the given reaction.. Dataset: Forward reaction prediction with 1.9M reactions from USPTO patents (1976-2016) Given the reactants [ClH:1].[N+:2]([C:5]1[CH:6]=[CH:7][C:8]([C:51]2[CH:56]=[C:55]([O:57][CH3:58])[C:54]([O:59][CH3:60])=[C:53]([O:61][CH3:62])[CH:52]=2)=[C:9]([CH:50]=1)[C:10]([N:12]1[CH2:17][CH2:16][N:15]([CH2:18][CH2:19][CH2:20][N:21]2[CH2:26][CH2:25][N:24]([C:27](=[O:49])[C:28]3[CH:33]=[C:32]([N+:34]([O-:36])=[O:35])[CH:31]=[CH:30][C:29]=3[C:37]3[CH:42]=[C:41]([O:43][CH3:44])[C:40]([O:45][CH3:46])=[C:39]([O:47][CH3:48])[CH:38]=3)[CH2:23][CH2:22]2)[CH2:14][CH2:13]1)=[O:11])([O-:4])=[O:3], predict the reaction product. The product is: [ClH:1].[ClH:1].[N+:34]([C:32]1[CH:31]=[CH:30][C:29]([C:37]2[CH:42]=[C:41]([O:43][CH3:44])[C:40]([O:45][CH3:46])=[C:39]([O:47][CH3:48])[CH:38]=2)=[C:28]([CH:33]=1)[C:27]([N:24]1[CH2:25][CH2:26][N:21]([CH2:20][CH2:19][CH2:18][N:15]2[CH2:14][CH2:13][N:12]([C:10](=[O:11])[C:9]3[CH:50]=[C:5]([N+:2]([O-:4])=[O:3])[CH:6]=[CH:7][C:8]=3[C:51]3[CH:52]=[C:53]([O:61][CH3:62])[C:54]([O:59][CH3:60])=[C:55]([O:57][CH3:58])[CH:56]=3)[CH2:17][CH2:16]2)[CH2:22][CH2:23]1)=[O:49])([O-:36])=[O:35].